From a dataset of Full USPTO retrosynthesis dataset with 1.9M reactions from patents (1976-2016). Predict the reactants needed to synthesize the given product. (1) Given the product [Br:5][C:6]1[C:11]([N:12]([CH2:3][O:2][CH3:1])[S:13]([C:16]2[CH:21]=[CH:20][CH:19]=[C:18]([C:22]([F:25])([F:23])[F:24])[CH:17]=2)(=[O:14])=[O:15])=[CH:10][C:9]([Cl:26])=[CH:8][N:7]=1, predict the reactants needed to synthesize it. The reactants are: [CH3:1][O:2][CH2:3]Cl.[Br:5][C:6]1[C:11]([NH:12][S:13]([C:16]2[CH:21]=[CH:20][CH:19]=[C:18]([C:22]([F:25])([F:24])[F:23])[CH:17]=2)(=[O:15])=[O:14])=[CH:10][C:9]([Cl:26])=[CH:8][N:7]=1.C(=O)([O-])[O-].[K+].[K+]. (2) Given the product [CH3:42][O:41][C:26]1[CH:27]=[C:28]([CH:31]([CH3:40])[C:32]([N:34]2[CH2:35][CH2:36][O:37][CH2:38][CH2:39]2)=[O:33])[CH:29]=[CH:30][C:25]=1[NH:24][C:2]1[N:10]=[C:9]2[C:5]([N:6]=[CH:7][NH:8]2)=[C:4]([NH:17][CH:18]2[CH2:19][CH2:20][O:21][CH2:22][CH2:23]2)[N:3]=1, predict the reactants needed to synthesize it. The reactants are: Cl[C:2]1[N:10]=[C:9]2[C:5]([N:6]=[CH:7][N:8]2C2CCCCO2)=[C:4]([NH:17][CH:18]2[CH2:23][CH2:22][O:21][CH2:20][CH2:19]2)[N:3]=1.[NH2:24][C:25]1[CH:30]=[CH:29][C:28]([CH:31]([CH3:40])[C:32]([N:34]2[CH2:39][CH2:38][O:37][CH2:36][CH2:35]2)=[O:33])=[CH:27][C:26]=1[O:41][CH3:42]. (3) Given the product [Cl:1][C:2]1[CH:3]=[N:4][N:5]([CH3:18])[C:6]=1[C:7]1[CH:12]=[C:11]([NH2:13])[CH:10]=[CH:9][C:8]=1[O:16][CH3:17], predict the reactants needed to synthesize it. The reactants are: [Cl:1][C:2]1[CH:3]=[N:4][N:5]([CH3:18])[C:6]=1[C:7]1[CH:12]=[C:11]([N+:13]([O-])=O)[CH:10]=[CH:9][C:8]=1[O:16][CH3:17]. (4) Given the product [F:1][C:2]1[CH:3]=[C:4]([NH:10][C:11](=[O:12])[C:13]2[CH:14]=[C:15]([S:20](=[O:22])(=[O:21])[NH:29][C:26]3([C:25]([F:31])([F:30])[F:24])[CH2:28][CH2:27]3)[CH:16]=[CH:17][C:18]=2[F:19])[CH:5]=[C:6]([F:9])[C:7]=1[F:8], predict the reactants needed to synthesize it. The reactants are: [F:1][C:2]1[CH:3]=[C:4]([NH:10][C:11]([C:13]2[CH:14]=[C:15]([S:20](Cl)(=[O:22])=[O:21])[CH:16]=[CH:17][C:18]=2[F:19])=[O:12])[CH:5]=[C:6]([F:9])[C:7]=1[F:8].[F:24][C:25]([F:31])([F:30])[C:26]1([NH2:29])[CH2:28][CH2:27]1.Cl. (5) Given the product [CH2:8]([O:10][C:11]([N:13]1[C:22]2[C:17](=[CH:18][C:19]([Br:23])=[CH:20][CH:21]=2)[N:16]([CH:24]([C:29]2[CH:34]=[C:33]([C:35]([F:36])([F:38])[F:37])[CH:32]=[C:31]([C:39]([F:40])([F:42])[F:41])[CH:30]=2)[C:25](=[O:27])[N:6]([CH3:7])[CH3:5])[CH2:15][CH:14]1[CH2:43][CH3:44])=[O:12])[CH3:9], predict the reactants needed to synthesize it. The reactants are: C[Al](C)C.[CH3:5][NH:6][CH3:7].[CH2:8]([O:10][C:11]([N:13]1[C:22]2[C:17](=[CH:18][C:19]([Br:23])=[CH:20][CH:21]=2)[N:16]([CH:24]([C:29]2[CH:34]=[C:33]([C:35]([F:38])([F:37])[F:36])[CH:32]=[C:31]([C:39]([F:42])([F:41])[F:40])[CH:30]=2)[C:25]([O:27]C)=O)[CH2:15][CH:14]1[CH2:43][CH3:44])=[O:12])[CH3:9].C(Cl)Cl.CCOC(C)=O. (6) The reactants are: [H-].[Na+].[OH:3][C@H:4]1[CH2:9][CH2:8][C@H:7]([NH:10][C:11]([NH:13][C:14]2[CH:19]=[CH:18][CH:17]=[C:16]([C:20]([F:23])([F:22])[F:21])[CH:15]=2)=[O:12])[CH2:6][CH2:5]1.Cl[C:25]1[C:26]2[N:33]([CH3:34])[CH:32]=[CH:31][C:27]=2[N:28]=[CH:29][N:30]=1. Given the product [CH3:34][N:33]1[C:26]2[C:25]([O:3][CH:4]3[CH2:9][CH2:8][CH:7]([NH:10][C:11]([NH:13][C:14]4[CH:19]=[CH:18][CH:17]=[C:16]([C:20]([F:21])([F:22])[F:23])[CH:15]=4)=[O:12])[CH2:6][CH2:5]3)=[N:30][CH:29]=[N:28][C:27]=2[CH:31]=[CH:32]1, predict the reactants needed to synthesize it. (7) The reactants are: [Cl:1][C:2]1[CH:7]=[CH:6][N:5]=[C:4]2[CH:8]=[C:9]([C:11]([OH:13])=O)[S:10][C:3]=12.[CH3:14][NH:15][CH3:16].C1COCC1.CCN(CC)CC. Given the product [Cl:1][C:2]1[CH:7]=[CH:6][N:5]=[C:4]2[CH:8]=[C:9]([C:11]([N:15]([CH3:16])[CH3:14])=[O:13])[S:10][C:3]=12, predict the reactants needed to synthesize it.